This data is from Full USPTO retrosynthesis dataset with 1.9M reactions from patents (1976-2016). The task is: Predict the reactants needed to synthesize the given product. (1) Given the product [O:1]1[C:5]([C:6]2[CH:7]=[CH:8][C:9]([C:10]([OH:12])=[O:11])=[CH:14][CH:15]=2)=[CH:4][N:3]=[CH:2]1, predict the reactants needed to synthesize it. The reactants are: [O:1]1[C:5]([C:6]2[CH:15]=[CH:14][C:9]([C:10]([O:12]C)=[O:11])=[CH:8][CH:7]=2)=[CH:4][N:3]=[CH:2]1. (2) Given the product [ClH:17].[CH3:18][S:19]([C:22]1[CH:27]=[C:26]([C@@H:28]([NH2:30])[CH2:29][CH3:1])[CH:25]=[C:24]([O:31][CH3:32])[N:23]=1)(=[O:21])=[O:20], predict the reactants needed to synthesize it. The reactants are: [CH3:1]S(C1C=C(C=C(OCC)N=1)C(O)=O)(=O)=O.[ClH:17].[CH3:18][S:19]([C:22]1[CH:27]=[C:26]([C@@H:28]([NH2:30])[CH3:29])[CH:25]=[C:24]([O:31][CH3:32])[N:23]=1)(=[O:21])=[O:20].C[Mg]Br. (3) The reactants are: [CH2:1]=[C:2]([CH2:6][CH2:7][CH2:8][N:9]1[C:13](=[O:14])[C:12]2=[CH:15][CH:16]=[CH:17][CH:18]=[C:11]2[C:10]1=[O:19])[C:3]([OH:5])=[O:4].[BrH:20].O. Given the product [Br:20][CH2:1][CH:2]([CH2:6][CH2:7][CH2:8][N:9]1[C:13](=[O:14])[C:12]2=[CH:15][CH:16]=[CH:17][CH:18]=[C:11]2[C:10]1=[O:19])[C:3]([OH:5])=[O:4], predict the reactants needed to synthesize it. (4) The reactants are: [C:1]([O:7][C:8]([CH3:11])([CH3:10])[CH3:9])(=[O:6])[CH2:2][C:3]([CH3:5])=O.[Br:12][C:13]1[CH:14]=[C:15]([CH:18]=[CH:19][CH:20]=1)[CH:16]=O.[NH4+:21].[OH-:22]. Given the product [Br:12][C:13]1[CH:14]=[C:15]([CH:16]2[C:2]([C:1]([O:7][C:8]([CH3:11])([CH3:10])[CH3:9])=[O:6])=[C:3]([CH3:5])[NH:21][C:3]([CH3:5])=[C:2]2[C:1]([O:7][C:8]([CH3:11])([CH3:10])[CH3:9])=[O:22])[CH:18]=[CH:19][CH:20]=1, predict the reactants needed to synthesize it. (5) The reactants are: [OH:1][C:2]1[CH:3]=[C:4]([CH:7]=[CH:8][CH:9]=1)[C:5]#[N:6].F[C:11]1[CH:16]=[CH:15][C:14]([CH3:17])=[CH:13][N:12]=1.C([O-])([O-])=O.[K+].[K+].O. Given the product [CH3:17][C:14]1[CH:15]=[CH:16][C:11]([O:1][C:2]2[CH:3]=[C:4]([CH:7]=[CH:8][CH:9]=2)[C:5]#[N:6])=[N:12][CH:13]=1, predict the reactants needed to synthesize it. (6) The reactants are: [Si:1]([O:8][CH2:9][CH2:10][CH2:11][C:12]1[C:13]([Cl:31])=[N:14][C:15]2[N:16]([N:28]=[CH:29][CH:30]=2)[C:17]=1[NH:18][C:19]1[CH:24]=[CH:23][C:22]([O:25][CH2:26][CH3:27])=[CH:21][CH:20]=1)([C:4]([CH3:7])([CH3:6])[CH3:5])([CH3:3])[CH3:2].C(N(CC)CC)C.[C:39](O[C:39]([O:41][C:42]([CH3:45])([CH3:44])[CH3:43])=[O:40])([O:41][C:42]([CH3:45])([CH3:44])[CH3:43])=[O:40].[Cl-].[NH4+]. Given the product [Si:1]([O:8][CH2:9][CH2:10][CH2:11][C:12]1[C:13]([Cl:31])=[N:14][C:15]2[N:16]([N:28]=[CH:29][CH:30]=2)[C:17]=1[N:18]([C:19]1[CH:20]=[CH:21][C:22]([O:25][CH2:26][CH3:27])=[CH:23][CH:24]=1)[C:39](=[O:40])[O:41][C:42]([CH3:45])([CH3:44])[CH3:43])([C:4]([CH3:5])([CH3:6])[CH3:7])([CH3:3])[CH3:2], predict the reactants needed to synthesize it.